This data is from Catalyst prediction with 721,799 reactions and 888 catalyst types from USPTO. The task is: Predict which catalyst facilitates the given reaction. (1) Reactant: [CH:1]1([N:4]2[CH:8]=[C:7]([C:9]3[C:10]([O:23][C:24]4[N:32]=[C:31]5[C:27]([N:28](C6CCCCO6)[CH:29]=[N:30]5)=[CH:26][N:25]=4)=[C:11]4[C:16](=[CH:17][CH:18]=3)[N:15]([C:19](=[O:21])[CH3:20])[C@@H:14]([CH3:22])[CH2:13][CH2:12]4)[CH:6]=[N:5]2)[CH2:3][CH2:2]1.Cl.C(=O)([O-])[O-].[Na+].[Na+]. Product: [N:25]1[CH:26]=[C:27]2[C:31]([N:30]=[CH:29][NH:28]2)=[N:32][C:24]=1[O:23][C:10]1[C:9]([C:7]2[CH:6]=[N:5][N:4]([CH:1]3[CH2:3][CH2:2]3)[CH:8]=2)=[CH:18][CH:17]=[C:16]2[C:11]=1[CH2:12][CH2:13][C@H:14]([CH3:22])[N:15]2[C:19](=[O:21])[CH3:20]. The catalyst class is: 5. (2) Reactant: [Cl:1][C:2]1[C:11]([CH2:12][C:13]#[N:14])=[CH:10][CH:9]=[CH:8][C:3]=1[C:4]([O:6][CH3:7])=[O:5].[H-].[Na+].Br[CH2:18][CH2:19][CH2:20]Br.O. Product: [Cl:1][C:2]1[C:11]([C:12]2([C:13]#[N:14])[CH2:20][CH2:19][CH2:18]2)=[CH:10][CH:9]=[CH:8][C:3]=1[C:4]([O:6][CH3:7])=[O:5]. The catalyst class is: 16. (3) Reactant: C([O-])=O.C([NH+](CC)CC)C.C(O)=O.[CH:14](=[O:21])[C:15]1[CH:20]=[CH:19][CH:18]=[CH:17][CH:16]=1.O[C:23]1[C:32]2[C:27](=[CH:28][CH:29]=[CH:30][CH:31]=2)[O:26][C:25](=[O:33])[CH:24]=1. Product: [CH2:23]([C:24]1[C:25](=[O:26])[O:33][C:20]2[C:15]([C:14]=1[OH:21])=[CH:16][CH:17]=[CH:18][CH:19]=2)[C:32]1[CH:27]=[CH:28][CH:29]=[CH:30][CH:31]=1. The catalyst class is: 6.